Dataset: Forward reaction prediction with 1.9M reactions from USPTO patents (1976-2016). Task: Predict the product of the given reaction. (1) Given the reactants [CH3:1][O:2][C:3](=[O:34])[CH2:4][C@H:5]1[C:9]2[CH:10]=[CH:11][C:12]([O:14][C@H:15]3[C:23]4[C:18](=[C:19](B5OC(C)(C)C(C)(C)O5)[CH:20]=[CH:21][C:22]=4[F:24])[CH2:17][CH2:16]3)=[CH:13][C:8]=2[O:7][CH2:6]1.Cl[C:36]1[C:41]([CH3:42])=[CH:40][C:39]([C:43]2[CH:48]=[CH:47][C:46]([CH3:49])=[CH:45][N:44]=2)=[CH:38][C:37]=1[CH3:50].BrC1C=CC(F)=C2C=1CC[C@H]2OC1C=CC2[C@H](CC(OC)=O)COC=2C=1, predict the reaction product. The product is: [CH3:1][O:2][C:3](=[O:34])[CH2:4][C@H:5]1[C:9]2[CH:10]=[CH:11][C:12]([O:14][C@H:15]3[C:23]4[C:18](=[C:19]([C:36]5[C:41]([CH3:42])=[CH:40][C:39]([C:43]6[CH:48]=[CH:47][C:46]([CH3:49])=[CH:45][N:44]=6)=[CH:38][C:37]=5[CH3:50])[CH:20]=[CH:21][C:22]=4[F:24])[CH2:17][CH2:16]3)=[CH:13][C:8]=2[O:7][CH2:6]1. (2) Given the reactants [I-].[CH3:2][S+](C)(C)=O.[H-].[Na+].[CH3:9][S:10]([C:13]1[CH:18]=[CH:17][C:16]([CH:19]=[CH:20][C:21]([O:23][CH2:24][CH3:25])=[O:22])=[CH:15][CH:14]=1)(=[O:12])=[O:11], predict the reaction product. The product is: [CH3:9][S:10]([C:13]1[CH:14]=[CH:15][C:16]([CH:19]2[CH2:2][CH:20]2[C:21]([O:23][CH2:24][CH3:25])=[O:22])=[CH:17][CH:18]=1)(=[O:11])=[O:12]. (3) Given the reactants [F:1][C:2]1[C:3]([C:22]2[N:26]([CH:27]3[CH2:32][CH2:31][O:30][CH2:29][CH2:28]3)[C:25]([CH3:33])=[N:24][CH:23]=2)=[N:4][C:5]([NH:8][CH:9]2[CH2:14][CH2:13][N:12](C(OC(C)(C)C)=O)[CH2:11][CH2:10]2)=[N:6][CH:7]=1.[CH3:34][S:35](Cl)(=[O:37])=[O:36], predict the reaction product. The product is: [F:1][C:2]1[C:3]([C:22]2[N:26]([CH:27]3[CH2:32][CH2:31][O:30][CH2:29][CH2:28]3)[C:25]([CH3:33])=[N:24][CH:23]=2)=[N:4][C:5]([NH:8][CH:9]2[CH2:14][CH2:13][N:12]([S:35]([CH3:34])(=[O:37])=[O:36])[CH2:11][CH2:10]2)=[N:6][CH:7]=1. (4) Given the reactants [CH3:1][O:2][C:3]([C:5]1[C:6]([OH:30])=[C:7]2[C:12](=[C:13](Br)[N:14]=1)[N:11]([CH2:16][C:17]1[CH:22]=[CH:21][CH:20]=[CH:19][CH:18]=1)[C:10](=[O:23])[C:9]([C:24]1[CH:29]=[CH:28][CH:27]=[CH:26][CH:25]=1)=[CH:8]2)=[O:4].C([Sn](CCCC)(CCCC)[C:36]1[CH:41]=[CH:40][N:39]=[N:38][CH:37]=1)CCC.CCOC(C)=O.Cl, predict the reaction product. The product is: [CH3:1][O:2][C:3]([C:5]1[C:6]([OH:30])=[C:7]2[C:12](=[C:13]([C:36]3[CH:41]=[CH:40][N:39]=[N:38][CH:37]=3)[N:14]=1)[N:11]([CH2:16][C:17]1[CH:22]=[CH:21][CH:20]=[CH:19][CH:18]=1)[C:10](=[O:23])[C:9]([C:24]1[CH:29]=[CH:28][CH:27]=[CH:26][CH:25]=1)=[CH:8]2)=[O:4]. (5) The product is: [Cl:15][C:12]1[CH:13]=[CH:14][C:9]([NH:8][C:2](=[O:7])[C:3]([O:5][CH3:6])=[O:4])=[N:10][CH:11]=1. Given the reactants Cl[C:2](=[O:7])[C:3]([O:5][CH3:6])=[O:4].[NH2:8][C:9]1[CH:14]=[CH:13][C:12]([Cl:15])=[CH:11][N:10]=1.C(=O)(O)[O-].[Na+].[Cl-].[NH4+], predict the reaction product. (6) Given the reactants CC(OC(/N=N/C(OC(C)C)=O)=O)C.[C:15]1(=[O:25])[C:23]2[C:18](=[CH:19][CH:20]=[CH:21][CH:22]=2)[C:17](=[O:24])[NH:16]1.[F:26][C:27]([F:42])([F:41])[O:28][CH:29]1[CH2:32][N:31]([C:33]2[N:38]=[CH:37][N:36]=[C:35]([CH2:39]O)[CH:34]=2)[CH2:30]1.C1C=CC(P(C2C=CC=CC=2)C2C=CC=CC=2)=CC=1, predict the reaction product. The product is: [F:42][C:27]([F:26])([F:41])[O:28][CH:29]1[CH2:32][N:31]([C:33]2[N:38]=[CH:37][N:36]=[C:35]([CH2:39][N:16]3[C:17](=[O:24])[C:18]4[C:23](=[CH:22][CH:21]=[CH:20][CH:19]=4)[C:15]3=[O:25])[CH:34]=2)[CH2:30]1. (7) The product is: [Cl:15][C:11]1[CH:10]=[C:9]2[C:14]([C:6]([NH:5][C:3](=[O:4])[CH2:2][N:16]3[CH:20]=[N:19][CH:18]=[N:17]3)=[N:7][NH:8]2)=[CH:13][CH:12]=1. Given the reactants Cl[CH2:2][C:3]([NH:5][C:6]1[C:14]2[C:9](=[CH:10][C:11]([Cl:15])=[CH:12][CH:13]=2)[NH:8][N:7]=1)=[O:4].[NH:16]1[CH:20]=[N:19][CH:18]=[N:17]1.C(=O)([O-])[O-].[K+].[K+], predict the reaction product.